From a dataset of Forward reaction prediction with 1.9M reactions from USPTO patents (1976-2016). Predict the product of the given reaction. (1) Given the reactants O.[OH-].[Li+:3].[CH3:4][C:5]1[O:9][C:8]([C:10]2[CH:15]=[CH:14][CH:13]=[CH:12][CH:11]=2)=[N:7][C:6]=1[CH2:16][O:17][C:18]1[CH:38]=[CH:37][C:21]([CH2:22][O:23]/[N:24]=[C:25](/[C:31]2[CH:36]=[CH:35][CH:34]=[CH:33][CH:32]=2)\[CH2:26][CH2:27][C:28]([OH:30])=[O:29])=[CH:20][CH:19]=1, predict the reaction product. The product is: [CH3:4][C:5]1[O:9][C:8]([C:10]2[CH:11]=[CH:12][CH:13]=[CH:14][CH:15]=2)=[N:7][C:6]=1[CH2:16][O:17][C:18]1[CH:38]=[CH:37][C:21]([CH2:22][O:23]/[N:24]=[C:25](/[C:31]2[CH:36]=[CH:35][CH:34]=[CH:33][CH:32]=2)\[CH2:26][CH2:27][C:28]([O-:30])=[O:29])=[CH:20][CH:19]=1.[Li+:3]. (2) Given the reactants [C:1]([O:5][C:6]([N:8]1[CH2:12][C@@H:11]([CH2:13][NH:14][C:15]([O:17][C:18]([CH3:21])([CH3:20])[CH3:19])=[O:16])[CH2:10][C@@H:9]1[CH2:22][C:23]#[CH:24])=[O:7])([CH3:4])([CH3:3])[CH3:2].[CH2:25]([O:27][C:28]([C:30]1[C:39](=[O:40])[C:38]2[C:33](=[C:34](OS(C(F)(F)F)(=O)=O)[C:35]([F:42])=[C:36]([F:41])[CH:37]=2)[N:32]([CH:51]2[CH2:53][CH2:52]2)[CH:31]=1)=[O:29])[CH3:26].C1(P(C2C=CC=CC=2)C2C=CC=CC=2)C=CC=CC=1.C(N(CC)C(C)C)(C)C, predict the reaction product. The product is: [CH2:25]([O:27][C:28]([C:30]1[C:39](=[O:40])[C:38]2[C:33](=[C:34]([C:24]#[C:23][CH2:22][C@H:9]3[CH2:10][C@H:11]([CH2:13][NH:14][C:15]([O:17][C:18]([CH3:21])([CH3:20])[CH3:19])=[O:16])[CH2:12][N:8]3[C:6]([O:5][C:1]([CH3:3])([CH3:2])[CH3:4])=[O:7])[C:35]([F:42])=[C:36]([F:41])[CH:37]=2)[N:32]([CH:51]2[CH2:52][CH2:53]2)[CH:31]=1)=[O:29])[CH3:26]. (3) Given the reactants [C:1]([O:5][C:6]([N:8]1[CH2:13][CH2:12][CH:11]([C:14]2[N:15]([C@@H:30]3[CH2:35][CH2:34][CH2:33][NH:32][CH2:31]3)[CH:16]=[C:17]([C:19]3[CH:24]=[CH:23][C:22]([F:25])=[C:21]([C:26]([F:29])([F:28])[F:27])[CH:20]=3)[N:18]=2)[CH2:10][CH2:9]1)=[O:7])([CH3:4])([CH3:3])[CH3:2].C=O.[C:38](O[BH-](OC(=O)C)OC(=O)C)(=O)C.[Na+].C1COCC1, predict the reaction product. The product is: [C:1]([O:5][C:6]([N:8]1[CH2:9][CH2:10][CH:11]([C:14]2[N:15]([C@@H:30]3[CH2:35][CH2:34][CH2:33][N:32]([CH3:38])[CH2:31]3)[CH:16]=[C:17]([C:19]3[CH:24]=[CH:23][C:22]([F:25])=[C:21]([C:26]([F:28])([F:27])[F:29])[CH:20]=3)[N:18]=2)[CH2:12][CH2:13]1)=[O:7])([CH3:4])([CH3:2])[CH3:3].